Dataset: Full USPTO retrosynthesis dataset with 1.9M reactions from patents (1976-2016). Task: Predict the reactants needed to synthesize the given product. (1) Given the product [Cl:1][C:2]1[CH:7]=[CH:6][CH:5]=[CH:4][C:3]=1[C:8]1[N:17]=[C:16]([N:18]2[CH2:23][CH2:22][N:21]([CH2:25][CH3:26])[CH2:20][C:19]2=[O:24])[C:15]2[C:10](=[CH:11][CH:12]=[CH:13][CH:14]=2)[N:9]=1, predict the reactants needed to synthesize it. The reactants are: [Cl:1][C:2]1[CH:7]=[CH:6][CH:5]=[CH:4][C:3]=1[C:8]1[N:17]=[C:16]([N:18]2[CH2:23][CH2:22][NH:21][CH2:20][C:19]2=[O:24])[C:15]2[C:10](=[CH:11][CH:12]=[CH:13][CH:14]=2)[N:9]=1.[CH2:25](I)[CH3:26]. (2) Given the product [CH3:16][NH:15][C:14]([C:7]1[C:6]2[CH:18]=[C:2]([B:25]3[O:29][C:28]([CH3:31])([CH3:30])[C:27]([CH3:33])([CH3:32])[O:26]3)[C:3]([N:19]([CH3:24])[S:20]([CH3:23])(=[O:22])=[O:21])=[CH:4][C:5]=2[O:9][C:8]=1[C:10]([O:12][CH3:13])=[O:11])=[O:17], predict the reactants needed to synthesize it. The reactants are: Br[C:2]1[C:3]([N:19]([CH3:24])[S:20]([CH3:23])(=[O:22])=[O:21])=[CH:4][C:5]2[O:9][C:8]([C:10]([O:12][CH3:13])=[O:11])=[C:7]([C:14](=[O:17])[NH:15][CH3:16])[C:6]=2[CH:18]=1.[B:25]1([B:25]2[O:29][C:28]([CH3:31])([CH3:30])[C:27]([CH3:33])([CH3:32])[O:26]2)[O:29][C:28]([CH3:31])([CH3:30])[C:27]([CH3:33])([CH3:32])[O:26]1.CC(O[K])=O. (3) Given the product [ClH:40].[NH2:1][C:2]1[N:7]=[CH:6][N:5]=[C:4]2[N:8]([C@@H:27]3[CH2:32][CH2:31][CH2:30][NH:29][CH2:28]3)[N:9]=[C:10]([C:11]3[CH:12]=[CH:13][C:14]([C:17]([NH:18][C:19]4[CH:24]=[C:23]([CH3:25])[CH:22]=[CH:21][N:20]=4)=[O:26])=[CH:15][CH:16]=3)[C:3]=12, predict the reactants needed to synthesize it. The reactants are: [NH2:1][C:2]1[N:7]=[CH:6][N:5]=[C:4]2[N:8]([C@@H:27]3[CH2:32][CH2:31][CH2:30][N:29](C(OC(C)(C)C)=O)[CH2:28]3)[N:9]=[C:10]([C:11]3[CH:16]=[CH:15][C:14]([C:17](=[O:26])[NH:18][C:19]4[CH:24]=[C:23]([CH3:25])[CH:22]=[CH:21][N:20]=4)=[CH:13][CH:12]=3)[C:3]=12.[ClH:40]. (4) The reactants are: [F:1][C:2]1[CH:3]=[CH:4][C:5]([O:30][CH3:31])=[C:6]([C:8]2[CH:13]=[CH:12][N:11]=[C:10]3[NH:14][C:15]([CH:17]4[CH2:22][CH2:21][N:20]([C:23]([O:25][C:26]([CH3:29])([CH3:28])[CH3:27])=[O:24])[CH2:19][CH2:18]4)=[CH:16][C:9]=23)[CH:7]=1.[Br:32]N1C(=O)CCC1=O. Given the product [Br:32][C:16]1[C:9]2[C:10](=[N:11][CH:12]=[CH:13][C:8]=2[C:6]2[CH:7]=[C:2]([F:1])[CH:3]=[CH:4][C:5]=2[O:30][CH3:31])[NH:14][C:15]=1[CH:17]1[CH2:22][CH2:21][N:20]([C:23]([O:25][C:26]([CH3:27])([CH3:28])[CH3:29])=[O:24])[CH2:19][CH2:18]1, predict the reactants needed to synthesize it. (5) The reactants are: O=C([O-])[C@@H]([C@H]([C@@H]([C@@H](CO)O)O)O)O.[Ca+2].O=C([O-])[C@@H]([C@H]([C@@H]([C@@H](CO)O)O)O)O.[CH3:28][C@:29]12[C@@H:38]3[CH2:39][CH2:40][C@@:41]4([O:46][C@@H:47]5[O:52][C@H:51]([CH2:53][OH:54])[C@@H:50]([OH:55])[C@H:49]([OH:56])[C@H:48]5[O:57][C@@H:58]5[O:63][C@H:62]([CH2:64][OH:65])[C@@H:61]([OH:66])[C@H:60]([O:67][C@@H:68]6[O:73][C@H:72]([CH2:74][OH:75])[C@@H:71]([OH:76])[C@H:70]([OH:77])[C@H:69]6[OH:78])[C@H:59]5[OH:79])[C:43]([CH2:45][C@@:37]3([CH2:42]4)[CH2:36][CH2:35][C@@H:34]1[C@@:33]([C:81]([O:83][C@@H:84]1[O:89][C@H:88]([CH2:90][OH:91])[C@@H:87]([OH:92])[C@H:86]([OH:93])[C@H:85]1[OH:94])=[O:82])([CH3:80])[CH2:32][CH2:31][CH2:30]2)=[CH2:44].C(O)[C@@H]([C@@H](CO)O)O. Given the product [CH3:28][C@:29]12[C@@H:38]3[CH2:39][CH2:40][C@@:41]4([O:46][C@@H:47]5[O:52][C@H:51]([CH2:53][OH:54])[C@@H:50]([OH:55])[C@H:49]([OH:56])[C@H:48]5[O:57][C@@H:58]5[O:63][C@H:62]([CH2:64][OH:65])[C@@H:61]([OH:66])[C@H:60]([O:67][C@@H:68]6[O:73][C@H:72]([CH2:74][OH:75])[C@@H:71]([OH:76])[C@H:70]([OH:77])[C@H:69]6[OH:78])[C@H:59]5[OH:79])[C:43]([CH2:45][C@@:37]3([CH2:42]4)[CH2:36][CH2:35][C@@H:34]1[C@@:33]([C:81]([O:83][C@@H:84]1[O:89][C@H:88]([CH2:90][OH:91])[C@@H:87]([OH:92])[C@H:86]([OH:93])[C@H:85]1[OH:94])=[O:82])([CH3:80])[CH2:32][CH2:31][CH2:30]2)=[CH2:44].[CH2:64]([OH:65])[C@H:62]1[O:63][C@H:58]([O:57][C@:48]2([CH2:47][OH:46])[O:52][C@H:51]([CH2:53][OH:54])[C@@H:50]([OH:55])[C@@H:49]2[OH:56])[C@H:59]([OH:79])[C@@H:60]([OH:67])[C@@H:61]1[OH:66], predict the reactants needed to synthesize it. (6) Given the product [NH2:1][C:4]1[CH:5]=[CH:6][C:7]2[N:11]=[C:10]([CH2:12][OH:13])[NH:9][C:8]=2[CH:14]=1, predict the reactants needed to synthesize it. The reactants are: [N+:1]([C:4]1[CH:5]=[CH:6][C:7]2[N:11]=[C:10]([CH2:12][OH:13])[NH:9][C:8]=2[CH:14]=1)([O-])=O.Cl. (7) Given the product [NH:34]1[C:35]2[C:31](=[C:30]([C:2]3[N:3]=[C:4]([N:16]4[CH2:21][CH2:20][O:19][CH2:18][CH2:17]4)[C:5]4[S:10][C:9]([C:11]5[CH:12]=[N:13][O:14][CH:15]=5)=[CH:8][C:6]=4[N:7]=3)[CH:38]=[CH:37][CH:36]=2)[CH:32]=[N:33]1, predict the reactants needed to synthesize it. The reactants are: Cl[C:2]1[N:3]=[C:4]([N:16]2[CH2:21][CH2:20][O:19][CH2:18][CH2:17]2)[C:5]2[S:10][C:9]([C:11]3[CH:12]=[N:13][O:14][CH:15]=3)=[CH:8][C:6]=2[N:7]=1.CC1(C)C(C)(C)OB([C:30]2[CH:38]=[CH:37][CH:36]=[C:35]3[C:31]=2[CH:32]=[N:33][NH:34]3)O1. (8) Given the product [Cl:1][C:2]1[CH:3]=[C:4]([CH:24]=[C:25]([CH2:27][OH:28])[CH:26]=1)[O:5][CH2:6][C@H:7]1[C:8](=[O:23])[CH2:9][CH2:10][C@@H:11]1[CH2:12][CH2:13][CH2:14][C:15]1[S:19][C:18]([C:20]([OH:22])=[O:21])=[CH:17][CH:16]=1, predict the reactants needed to synthesize it. The reactants are: [Cl:1][C:2]1[CH:3]=[C:4]([CH:24]=[C:25]([CH2:27][OH:28])[CH:26]=1)[O:5][CH2:6][C@@H:7]1[C@@H:11]([CH2:12][CH2:13][CH2:14][C:15]2[S:19][C:18]([C:20]([OH:22])=[O:21])=[CH:17][CH:16]=2)[CH:10]=[CH:9][C:8]1=[O:23].[H][H]. (9) The reactants are: [F:1][C:2]1[CH:3]=[C:4]([N:8]2[C:12]3[CH:13]=[CH:14][CH:15]=[CH:16][C:11]=3[NH:10][S:9]2(=[O:18])=[O:17])[CH:5]=[CH:6][CH:7]=1.C1(P(C2C=CC=CC=2)C2C=CC=CC=2)C=CC=CC=1.[Br:38][CH2:39][CH2:40][CH2:41]O.CC(OC(/N=N/C(OC(C)C)=O)=O)C. Given the product [Br:38][CH2:39][CH2:40][CH2:41][N:10]1[C:11]2[CH:16]=[CH:15][CH:14]=[CH:13][C:12]=2[N:8]([C:4]2[CH:5]=[CH:6][CH:7]=[C:2]([F:1])[CH:3]=2)[S:9]1(=[O:18])=[O:17], predict the reactants needed to synthesize it.